The task is: Predict the product of the given reaction.. This data is from Forward reaction prediction with 1.9M reactions from USPTO patents (1976-2016). Given the reactants Cl[C:2]1[CH:11]=[C:10](Cl)[C:9]2[C:4](=[CH:5][CH:6]=[CH:7][CH:8]=2)[N:3]=1.[CH3:13][O-:14].[Na+].[CH3:16][OH:17], predict the reaction product. The product is: [CH3:13][O:14][C:2]1[CH:11]=[C:10]([O:17][CH3:16])[C:9]2[C:4](=[CH:5][CH:6]=[CH:7][CH:8]=2)[N:3]=1.